From a dataset of Full USPTO retrosynthesis dataset with 1.9M reactions from patents (1976-2016). Predict the reactants needed to synthesize the given product. (1) Given the product [Cl:21][C:18]([Cl:19])([Cl:20])[CH2:17][O:16][C:14](=[O:15])[N:13]([CH:11]1[CH2:10][CH:9]([C:29]([N:31]2[CH2:32][CH2:33][N:34]([C:37]3[CH:42]=[CH:41][CH:40]=[CH:39][C:38]=3[C:43]#[N:44])[CH2:35][CH2:36]2)=[O:30])[NH:8][CH2:12]1)[CH2:22][C:23]1[CH:28]=[CH:27][CH:26]=[CH:25][CH:24]=1, predict the reactants needed to synthesize it. The reactants are: C(OC([N:8]1[CH2:12][CH:11]([N:13]([CH2:22][C:23]2[CH:28]=[CH:27][CH:26]=[CH:25][CH:24]=2)[C:14]([O:16][CH2:17][C:18]([Cl:21])([Cl:20])[Cl:19])=[O:15])[CH2:10][CH:9]1[C:29]([N:31]1[CH2:36][CH2:35][N:34]([C:37]2[CH:42]=[CH:41][CH:40]=[CH:39][C:38]=2[C:43]#[N:44])[CH2:33][CH2:32]1)=[O:30])=O)(C)(C)C.C(O)(C(F)(F)F)=O. (2) Given the product [O:11]=[C:7]1[C:8]2[C:4](=[CH:3][C:2]([C:18]3[CH:19]=[C:14]([CH:15]=[CH:16][CH:17]=3)[C:12]#[N:13])=[CH:10][CH:9]=2)[CH2:5][CH2:6]1, predict the reactants needed to synthesize it. The reactants are: Br[C:2]1[CH:3]=[C:4]2[C:8](=[CH:9][CH:10]=1)[C:7](=[O:11])[CH2:6][CH2:5]2.[C:12]([C:14]1[CH:15]=[C:16](B(O)O)[CH:17]=[CH:18][CH:19]=1)#[N:13]. (3) Given the product [Cl:1][C:2]1[CH:3]=[C:4]([C:9]2[CH:13]=[C:12]([CH:14]3[CH2:19][CH2:18][N:17]([CH2:31][C:32]([CH3:36])([CH3:35])[CH3:33])[CH2:16][CH2:15]3)[N:11]([CH2:20][C:21]3[CH:30]=[CH:29][C:24]([C:25]([O:27][CH3:28])=[O:26])=[CH:23][CH:22]=3)[N:10]=2)[CH:5]=[C:6]([Cl:8])[CH:7]=1, predict the reactants needed to synthesize it. The reactants are: [Cl:1][C:2]1[CH:3]=[C:4]([C:9]2[CH:13]=[C:12]([CH:14]3[CH2:19][CH2:18][NH:17][CH2:16][CH2:15]3)[N:11]([CH2:20][C:21]3[CH:30]=[CH:29][C:24]([C:25]([O:27][CH3:28])=[O:26])=[CH:23][CH:22]=3)[N:10]=2)[CH:5]=[C:6]([Cl:8])[CH:7]=1.[CH3:31][C:32]([CH3:36])([CH3:35])[CH:33]=O.C(O[BH-](OC(=O)C)OC(=O)C)(=O)C.[Na+]. (4) Given the product [C:1]([O:4][C@H:5]([C:43]1[CH:44]=[CH:45][C:46]([F:49])=[CH:47][CH:48]=1)[CH2:6][CH2:7][C@H:8]1[C:11](=[O:12])[N:10]([C:13]2[CH:18]=[CH:17][C:16]([O:19][S:20]([C:23]([F:25])([F:26])[F:24])(=[O:21])=[O:22])=[CH:15][CH:14]=2)[C@@H:9]1[C:27]1[CH:32]=[CH:31][C:30](/[CH:33]=[CH:34]/[C:61]2[CH:60]=[CH:59][C:58]([C:54]3([OH:57])[CH2:55][O:56][C:51]([CH3:50])([CH3:66])[O:52][CH2:53]3)=[CH:63][CH:62]=2)=[CH:29][C:28]=1[O:35][CH2:36][C:37]1[CH:42]=[CH:41][CH:40]=[CH:39][CH:38]=1)(=[O:3])[CH3:2], predict the reactants needed to synthesize it. The reactants are: [C:1]([O:4][C@H:5]([C:43]1[CH:48]=[CH:47][C:46]([F:49])=[CH:45][CH:44]=1)[CH2:6][CH2:7][C@H:8]1[C:11](=[O:12])[N:10]([C:13]2[CH:18]=[CH:17][C:16]([O:19][S:20]([C:23]([F:26])([F:25])[F:24])(=[O:22])=[O:21])=[CH:15][CH:14]=2)[C@@H:9]1[C:27]1[CH:32]=[CH:31][C:30]([CH:33]=[CH2:34])=[CH:29][C:28]=1[O:35][CH2:36][C:37]1[CH:42]=[CH:41][CH:40]=[CH:39][CH:38]=1)(=[O:3])[CH3:2].[CH3:50][C:51]1([CH3:66])[O:56][CH2:55][C:54]([C:58]2[CH:63]=[CH:62][C:61](C=C)=[CH:60][CH:59]=2)([OH:57])[CH2:53][O:52]1. (5) Given the product [C:1]([OH:4])(=[O:3])[CH3:2].[Br:17][C:11]1[C:10](=[O:12])[N:9]2[CH:13]=[CH:14][CH:15]=[CH:16][C:8]2=[N:7][C:6]=1[CH3:5], predict the reactants needed to synthesize it. The reactants are: [C:1]([OH:4])(=[O:3])[CH3:2].[CH3:5][C:6]1[N:7]=[C:8]2[CH:16]=[CH:15][CH:14]=[CH:13][N:9]2[C:10](=[O:12])[CH:11]=1.[Br:17]Br. (6) The reactants are: [C:1]([O:5][C:6](=[O:26])[NH:7][C@@H:8]([CH2:19][C:20]1[CH:25]=[CH:24][CH:23]=[CH:22][CH:21]=1)[C@H:9]([OH:18])[CH2:10][NH:11]OC1CCCC1)([CH3:4])([CH3:3])[CH3:2].[CH3:27][O:28][C:29]([NH:31][C:32]1[NH:33][C:34]2[CH:40]=[C:39]([S:41](Cl)(=[O:43])=[O:42])[CH:38]=[CH:37][C:35]=2[N:36]=1)=[O:30].[CH:45]([C:48]([CH:53]([CH3:55])C)(NCC)C)([CH3:47])C.CN(C=[O:60])C. Given the product [C:1]([O:5][C:6](=[O:26])[NH:7][C@@H:8]([CH2:19][C:20]1[CH:21]=[CH:22][CH:23]=[CH:24][CH:25]=1)[C@@H:9]([OH:18])[CH:10]([NH:11][S:41]([C:39]1[CH:38]=[CH:37][C:35]2[N:36]=[C:32]([NH:31][C:29]([O:28][CH3:27])=[O:30])[NH:33][C:34]=2[CH:40]=1)(=[O:43])=[O:42])[O:60][CH:45]1[CH2:48][CH2:53][CH2:55][CH2:47]1)([CH3:2])([CH3:3])[CH3:4], predict the reactants needed to synthesize it. (7) Given the product [Br:14][C:10]1[CH:9]=[C:8]2[C:13]([C:5]([N:4]([CH:24]([CH3:26])[CH3:25])[CH2:3][CH2:2][NH:1][C:45]([N:42]3[CH2:43][CH2:44][N:39]([C:36](=[O:38])[CH3:37])[CH2:40][CH2:41]3)=[O:46])([CH2:16][C:17]3[CH:22]=[CH:21][CH:20]=[C:19]([Cl:23])[CH:18]=3)[C:6](=[O:15])[NH:7]2)=[CH:12][CH:11]=1, predict the reactants needed to synthesize it. The reactants are: [NH2:1][CH2:2][CH2:3][N:4]([CH:24]([CH3:26])[CH3:25])[C:5]1([CH2:16][C:17]2[CH:22]=[CH:21][CH:20]=[C:19]([Cl:23])[CH:18]=2)[C:13]2[C:8](=[CH:9][C:10]([Br:14])=[CH:11][CH:12]=2)[NH:7][C:6]1=[O:15].CCN(C(C)C)C(C)C.[C:36]([N:39]1[CH2:44][CH2:43][N:42]([C:45](Cl)=[O:46])[CH2:41][CH2:40]1)(=[O:38])[CH3:37]. (8) Given the product [F:21][C:22]1[CH:27]=[CH:26][C:25]([CH2:28][N:6]2[C:7]3[C:12](=[CH:11][CH:10]=[CH:9][CH:8]=3)[C:13](=[O:14])[C:4]([C:1](=[O:3])[CH3:2])=[CH:5]2)=[CH:24][CH:23]=1, predict the reactants needed to synthesize it. The reactants are: [C:1]([C:4]1[C:13](=[O:14])[C:12]2[C:7](=[CH:8][CH:9]=[CH:10][CH:11]=2)[NH:6][CH:5]=1)(=[O:3])[CH3:2].C([O-])([O-])=O.[K+].[K+].[F:21][C:22]1[CH:27]=[CH:26][C:25]([CH2:28]Br)=[CH:24][CH:23]=1.O. (9) Given the product [CH2:20]([O:1][C:2]1[CH2:3][N:4]([C:8]([O:10][C:11]([CH3:14])([CH3:13])[CH3:12])=[O:9])[CH2:5][CH2:6][N:7]=1)[CH3:21], predict the reactants needed to synthesize it. The reactants are: [O:1]=[C:2]1[NH:7][CH2:6][CH2:5][N:4]([C:8]([O:10][C:11]([CH3:14])([CH3:13])[CH3:12])=[O:9])[CH2:3]1.F[B-](F)(F)F.[CH2:20]([O+](CC)CC)[CH3:21].C([O-])(O)=O.[Na+]. (10) Given the product [CH3:10][C:11]1[O:15][C:14]([C:16]2[CH:17]=[CH:18][C:19]([C:20]([NH:46][CH2:47][C:48](=[O:49])[N:50]3[CH2:51][CH2:52][N:53]([C:56](=[O:67])[C:57]4[CH:62]=[CH:61][CH:60]=[CH:59][C:58]=4[C:63]([F:64])([F:66])[F:65])[CH2:54][CH2:55]3)=[O:22])=[CH:23][CH:24]=2)=[N:13][N:12]=1, predict the reactants needed to synthesize it. The reactants are: CCN(C(C)C)C(C)C.[CH3:10][C:11]1[O:15][C:14]([C:16]2[CH:24]=[CH:23][C:19]([C:20]([OH:22])=O)=[CH:18][CH:17]=2)=[N:13][N:12]=1.CCN=C=NCCCN(C)C.C1C=CC2N(O)N=NC=2C=1.[NH2:46][CH2:47][C:48]([N:50]1[CH2:55][CH2:54][N:53]([C:56](=[O:67])[C:57]2[CH:62]=[CH:61][CH:60]=[CH:59][C:58]=2[C:63]([F:66])([F:65])[F:64])[CH2:52][CH2:51]1)=[O:49].Cl.